From a dataset of Catalyst prediction with 721,799 reactions and 888 catalyst types from USPTO. Predict which catalyst facilitates the given reaction. (1) Reactant: C[O:2][C:3]([C:5]1[CH:10]=[C:9]([Br:11])[C:8](=[O:12])[N:7]([CH2:13][C:14]2[CH:19]=[CH:18][CH:17]=[CH:16][CH:15]=2)[C:6]=1[CH2:20][N:21]([CH2:32][C:33]([O:35][CH3:36])=[O:34])S(C1C=CC(C)=CC=1)(=O)=O)=O.C[O-].[Na+].[NH4+].[Cl-].Cl. Product: [CH3:36][O:35][C:33]([C:32]1[C:3]([OH:2])=[C:5]2[C:6](=[CH:20][N:21]=1)[N:7]([CH2:13][C:14]1[CH:19]=[CH:18][CH:17]=[CH:16][CH:15]=1)[C:8](=[O:12])[C:9]([Br:11])=[CH:10]2)=[O:34]. The catalyst class is: 5. (2) Reactant: [Br:1][C:2]1[CH:7]=[C:6]([F:8])[CH:5]=[CH:4][C:3]=1[C@H:9]1[C:14]([C:15]([O:17][CH3:18])=[O:16])=[C:13]([CH3:19])[NH:12][C:11]([C:20]2[S:21][CH:22]=[CH:23][N:24]=2)=[N:10]1.C1C(=O)N([Br:32])C(=O)C1. Product: [Br:1][C:2]1[CH:7]=[C:6]([F:8])[CH:5]=[CH:4][C:3]=1[C@H:9]1[C:14]([C:15]([O:17][CH3:18])=[O:16])=[C:13]([CH2:19][Br:32])[NH:12][C:11]([C:20]2[S:21][CH:22]=[CH:23][N:24]=2)=[N:10]1. The catalyst class is: 53. (3) Reactant: [CH2:1]([N:8]1[C:16]2[N:15]=[C:14](Cl)[N:13]([CH2:18][C:19]3[CH:24]=[CH:23][C:22]([Cl:25])=[CH:21][CH:20]=3)[C:12]=2[C:11](=[O:26])[N:10]([CH3:27])[C:9]1=[O:28])[C:2]1[CH:7]=[CH:6][CH:5]=[CH:4][CH:3]=1.[F:29][C:30]([F:39])([F:38])[C:31]1[CH:32]=[C:33]([OH:37])[CH:34]=[CH:35][CH:36]=1.C(=O)([O-])[O-].[K+].[K+]. Product: [CH2:1]([N:8]1[C:16]2[N:15]=[C:14]([O:37][C:33]3[CH:34]=[CH:35][CH:36]=[C:31]([C:30]([F:38])([F:39])[F:29])[CH:32]=3)[N:13]([CH2:18][C:19]3[CH:20]=[CH:21][C:22]([Cl:25])=[CH:23][CH:24]=3)[C:12]=2[C:11](=[O:26])[N:10]([CH3:27])[C:9]1=[O:28])[C:2]1[CH:7]=[CH:6][CH:5]=[CH:4][CH:3]=1. The catalyst class is: 248.